Task: Regression. Given a peptide amino acid sequence and an MHC pseudo amino acid sequence, predict their binding affinity value. This is MHC class I binding data.. Dataset: Peptide-MHC class I binding affinity with 185,985 pairs from IEDB/IMGT (1) The peptide sequence is RRFTQAIYD. The MHC is HLA-A02:12 with pseudo-sequence HLA-A02:12. The binding affinity (normalized) is 0.0847. (2) The peptide sequence is TRAVGKPLL. The MHC is HLA-B18:01 with pseudo-sequence HLA-B18:01. The binding affinity (normalized) is 0.0847. (3) The peptide sequence is QLFIKDYRY. The MHC is HLA-B40:01 with pseudo-sequence HLA-B40:01. The binding affinity (normalized) is 0.0847. (4) The peptide sequence is FVNRANQRL. The MHC is HLA-A02:03 with pseudo-sequence HLA-A02:03. The binding affinity (normalized) is 0.281.